Dataset: Full USPTO retrosynthesis dataset with 1.9M reactions from patents (1976-2016). Task: Predict the reactants needed to synthesize the given product. (1) Given the product [F:1][C:2]1[CH:10]=[N:9][CH:8]=[CH:7][C:3]=1[C:4]([N:48]1[CH2:49][CH2:50][CH2:51][C@H:46]([C:43]2[N:42]=[C:41]([C:38]3[NH:39][CH:40]=[C:36]([C:34]#[N:35])[CH:37]=3)[O:45][N:44]=2)[CH2:47]1)=[O:6], predict the reactants needed to synthesize it. The reactants are: [F:1][C:2]1[CH:10]=[N:9][CH:8]=[CH:7][C:3]=1[C:4]([OH:6])=O.C1C=NC2N(O)N=NC=2C=1.CCN=C=NCCCN(C)C.Cl.Cl.[C:34]([C:36]1[CH:37]=[C:38]([C:41]2[O:45][N:44]=[C:43]([C@H:46]3[CH2:51][CH2:50][CH2:49][NH:48][CH2:47]3)[N:42]=2)[NH:39][CH:40]=1)#[N:35].C(N(CC)CC)C. (2) Given the product [CH3:1][O:2][C:3](=[O:19])[C:4]1[CH:9]=[C:8]([NH:10][CH3:11])[C:7]([C:12]([F:13])([F:15])[F:14])=[CH:6][C:5]=1[NH2:16], predict the reactants needed to synthesize it. The reactants are: [CH3:1][O:2][C:3](=[O:19])[C:4]1[CH:9]=[C:8]([NH:10][CH3:11])[C:7]([C:12]([F:15])([F:14])[F:13])=[CH:6][C:5]=1[N+:16]([O-])=O. (3) Given the product [Cl:1][C:2]1[CH:3]=[CH:4][C:5]([CH2:8][C:9]([NH:11][C:12]2([CH:18]=[O:19])[CH2:13][CH2:14][CH2:15][CH2:16][CH2:17]2)=[O:10])=[CH:6][CH:7]=1, predict the reactants needed to synthesize it. The reactants are: [Cl:1][C:2]1[CH:7]=[CH:6][C:5]([CH2:8][C:9]([NH:11][C:12]2([CH2:18][OH:19])[CH2:17][CH2:16][CH2:15][CH2:14][CH2:13]2)=[O:10])=[CH:4][CH:3]=1.O. (4) Given the product [CH:1]1([C:4]2[C:10]([N+:11]([O-:13])=[O:12])=[CH:9][C:7]([N:8]3[C:18](=[O:19])[C:22]4[C:21](=[CH:26][CH:25]=[CH:24][CH:23]=4)[C:20]3=[O:27])=[CH:6][C:5]=2[C:14]([F:15])([F:16])[F:17])[CH2:2][CH2:3]1, predict the reactants needed to synthesize it. The reactants are: [CH:1]1([C:4]2[C:10]([N+:11]([O-:13])=[O:12])=[CH:9][C:7]([NH2:8])=[CH:6][C:5]=2[C:14]([F:17])([F:16])[F:15])[CH2:3][CH2:2]1.[C:18]1(=O)[C:22]2[CH:23]=[CH:24][CH:25]=[CH:26][C:21]=2[C:20](=[O:27])[O:19]1.C(N(CC)CC)C. (5) Given the product [NH2:14][C:15]1[C:20]2[C:21]([C:24]3[CH:29]=[CH:28][C:27]([NH:30][C:11]([C:3]4[N:2]([CH3:1])[C:10]5[C:5]([CH:4]=4)=[CH:6][CH:7]=[CH:8][CH:9]=5)=[O:12])=[C:26]([O:31][CH3:32])[CH:25]=3)=[CH:22][S:23][C:19]=2[C:18]([NH:33][C:34](=[O:42])[CH2:35][CH2:36][N:37]([CH2:38][CH3:39])[CH2:40][CH3:41])=[CH:17][N:16]=1, predict the reactants needed to synthesize it. The reactants are: [CH3:1][N:2]1[C:10]2[C:5](=[CH:6][CH:7]=[CH:8][CH:9]=2)[CH:4]=[C:3]1[C:11](Cl)=[O:12].[NH2:14][C:15]1[C:20]2[C:21]([C:24]3[CH:29]=[CH:28][C:27]([NH2:30])=[C:26]([O:31][CH3:32])[CH:25]=3)=[CH:22][S:23][C:19]=2[C:18]([NH:33][C:34](=[O:42])[CH2:35][CH2:36][N:37]([CH2:40][CH3:41])[CH2:38][CH3:39])=[CH:17][N:16]=1.